From a dataset of Full USPTO retrosynthesis dataset with 1.9M reactions from patents (1976-2016). Predict the reactants needed to synthesize the given product. (1) Given the product [F:1][C:2]1[CH:22]=[CH:21][C:5]([CH2:6][C:7]2[S:11][C:10]([NH:12][C:28](=[O:29])[C:27]3[CH:31]=[CH:32][C:33]([O:34][CH3:35])=[C:25]([O:24][CH3:23])[CH:26]=3)=[N:9][C:8]=2[C:13]2[CH:18]=[CH:17][C:16]([O:19][CH3:20])=[CH:15][CH:14]=2)=[CH:4][CH:3]=1, predict the reactants needed to synthesize it. The reactants are: [F:1][C:2]1[CH:22]=[CH:21][C:5]([CH2:6][C:7]2[S:11][C:10]([NH2:12])=[N:9][C:8]=2[C:13]2[CH:18]=[CH:17][C:16]([O:19][CH3:20])=[CH:15][CH:14]=2)=[CH:4][CH:3]=1.[CH3:23][O:24][C:25]1[CH:26]=[C:27]([CH:31]=[CH:32][C:33]=1[O:34][CH3:35])[C:28](Cl)=[O:29]. (2) The reactants are: [CH3:1][C:2]1[CH:3]=[CH:4][C:5]([C:11]2[CH:12]=NN(C)C=2)=[C:6]([CH:10]=1)[C:7]([OH:9])=[O:8].[CH3:17][N:18]1C(B2OC(C)(C)C(C)(C)O2)=C[CH:20]=[N:19]1. Given the product [CH3:1][C:2]1[CH:3]=[CH:4][C:5]([C:11]2[N:19]([CH3:20])[N:18]=[CH:17][CH:12]=2)=[C:6]([CH:10]=1)[C:7]([OH:9])=[O:8], predict the reactants needed to synthesize it. (3) Given the product [Br:3][C:4]1[CH:5]=[C:6]([C:10]2[N:14]=[C:13]([CH2:15][CH2:16][CH3:17])[N:12]([CH2:25][O:24][CH2:23][CH2:22][Si:19]([CH3:21])([CH3:20])[CH3:18])[N:11]=2)[CH:7]=[CH:8][CH:9]=1, predict the reactants needed to synthesize it. The reactants are: [H-].[Na+].[Br:3][C:4]1[CH:5]=[C:6]([C:10]2[N:14]=[C:13]([CH2:15][CH2:16][CH3:17])[NH:12][N:11]=2)[CH:7]=[CH:8][CH:9]=1.[CH3:18][Si:19]([CH2:22][CH2:23][O:24][CH2:25]Cl)([CH3:21])[CH3:20].[NH4+].[Cl-]. (4) Given the product [CH2:26]([C:12]1([CH2:22][CH2:23][CH2:24][CH3:25])[C:11]2[CH:10]=[C:9]([C:32]3[CH:33]=[C:34]([C:39]4[O:40][C:41]([C:44]5[CH:49]=[CH:48][C:47]([O:50][CH2:51][CH2:52][CH2:53][CH2:54][CH2:55][CH2:56][CH2:57][CH3:58])=[CH:46][CH:45]=5)=[N:42][N:43]=4)[CH:35]=[C:36]([C:9]4[CH:21]=[CH:20][C:19]5[C:18]6[C:13](=[CH:14][CH:15]=[CH:16][CH:17]=6)[C:12]([CH2:26][CH2:27][CH2:28][CH3:29])([CH2:22][CH2:23][CH2:24][CH3:25])[C:11]=5[CH:10]=4)[CH:37]=3)[CH:21]=[CH:20][C:19]=2[C:18]2[C:13]1=[CH:14][CH:15]=[CH:16][CH:17]=2)[CH2:27][CH2:28][CH3:29], predict the reactants needed to synthesize it. The reactants are: CC1(C)C(C)(C)OB([C:9]2[CH:21]=[CH:20][C:19]3[C:18]4[C:13](=[CH:14][CH:15]=[CH:16][CH:17]=4)[C:12]([CH2:26][CH2:27][CH2:28][CH3:29])([CH2:22][CH2:23][CH2:24][CH3:25])[C:11]=3[CH:10]=2)O1.Br[C:32]1[CH:33]=[C:34]([C:39]2[O:40][C:41]([C:44]3[CH:49]=[CH:48][C:47]([O:50][CH2:51][CH2:52][CH2:53][CH2:54][CH2:55][CH2:56][CH2:57][CH3:58])=[CH:46][CH:45]=3)=[N:42][N:43]=2)[CH:35]=[C:36](Br)[CH:37]=1. (5) Given the product [NH2:1][C:2]1[S:3][C:4]2[CH:10]=[C:9]([OH:11])[CH:8]=[CH:7][C:5]=2[N:6]=1, predict the reactants needed to synthesize it. The reactants are: [NH2:1][C:2]1[S:3][C:4]2[CH:10]=[C:9]([O:11]C)[CH:8]=[CH:7][C:5]=2[N:6]=1.B(Br)(Br)Br. (6) The reactants are: [Br:1][C:2]1[CH:3]=[C:4]([C:8]2([CH3:15])[CH2:13][O:12][CH2:11][C:10]([NH2:14])=[N:9]2)[CH:5]=[CH:6][CH:7]=1.ClCCl.[CH3:19][C:20]([O:23][C:24](O[C:24]([O:23][C:20]([CH3:22])([CH3:21])[CH3:19])=[O:25])=[O:25])([CH3:22])[CH3:21].CCN(C(C)C)C(C)C. Given the product [C:20]([O:23][C:24](=[O:25])[NH:14][C:10]1[CH2:11][O:12][CH2:13][C:8]([C:4]2[CH:5]=[CH:6][CH:7]=[C:2]([Br:1])[CH:3]=2)([CH3:15])[N:9]=1)([CH3:22])([CH3:21])[CH3:19], predict the reactants needed to synthesize it. (7) Given the product [Cl:11][C:6]1[N:5]=[C:4]([S:12][CH2:13][CH2:14][CH3:15])[N:3]=[C:2]([NH:16][C@@H:17]2[CH2:21][C@H:20]([O:22][CH2:23][CH2:24][OH:25])[C@@H:19]([OH:26])[C@H:18]2[OH:27])[C:7]=1[N+:8]([O-:10])=[O:9], predict the reactants needed to synthesize it. The reactants are: Cl[C:2]1[C:7]([N+:8]([O-:10])=[O:9])=[C:6]([Cl:11])[N:5]=[C:4]([S:12][CH2:13][CH2:14][CH3:15])[N:3]=1.[NH2:16][C@@H:17]1[CH2:21][C@H:20]([O:22][CH2:23][CH2:24][OH:25])[C@@H:19]([OH:26])[C@H:18]1[OH:27].C(N(CC)CC)C. (8) Given the product [C:1]([C:4]1[C:9]([O:10][CH2:11][CH2:12][NH:13][C:14]([O:15][C:16]([CH3:18])([CH3:19])[CH3:17])=[O:20])=[C:8]([C:7]([CH3:23])=[C:6]([Cl:24])[CH:5]=1)[C:21]([OH:25])=[O:22])(=[O:3])[CH3:2], predict the reactants needed to synthesize it. The reactants are: [C:1]([C:4]1[C:9]([O:10][CH2:11][CH2:12][NH:13][C:14](=[O:20])[O:15][C:16]([CH3:19])([CH3:18])[CH3:17])=[C:8]([CH:21]=[O:22])[C:7]([CH3:23])=[C:6]([Cl:24])[CH:5]=1)(=[O:3])[CH3:2].[OH-:25].[Na+].Cl.